From a dataset of Full USPTO retrosynthesis dataset with 1.9M reactions from patents (1976-2016). Predict the reactants needed to synthesize the given product. (1) Given the product [Br:1][C:2]1[CH:3]=[C:4]([CH:8]2[O:12][CH2:11][CH2:10][O:9]2)[S:5][C:6]=1[Cl:7], predict the reactants needed to synthesize it. The reactants are: [Br:1][C:2]1[CH:3]=[C:4]([CH:8]=[O:9])[S:5][C:6]=1[Cl:7].[CH2:10](O)[CH2:11][OH:12]. (2) Given the product [C:1]1([S:7]([N:10]2[C:18]3[C:13](=[CH:14][C:15]([CH2:20][Br:21])=[C:16]([Br:19])[CH:17]=3)[CH:12]=[CH:11]2)(=[O:9])=[O:8])[CH:2]=[CH:3][CH:4]=[CH:5][CH:6]=1, predict the reactants needed to synthesize it. The reactants are: [C:1]1([S:7]([N:10]2[C:18]3[C:13](=[CH:14][C:15]([CH3:20])=[C:16]([Br:19])[CH:17]=3)[CH:12]=[CH:11]2)(=[O:9])=[O:8])[CH:6]=[CH:5][CH:4]=[CH:3][CH:2]=1.[Br:21]N1C(=O)CCC1=O.N(C(C)(C)C#N)=NC(C)(C)C#N. (3) Given the product [NH2:7][C@@H:8]1[CH2:12][CH2:11][N:10]([C:13]2[CH:18]=[CH:17][N:16]=[C:15]([NH:19][CH2:20][CH:21]([CH3:23])[CH3:22])[N:14]=2)[CH2:9]1, predict the reactants needed to synthesize it. The reactants are: C(OC(=O)[NH:7][C@@H:8]1[CH2:12][CH2:11][N:10]([C:13]2[CH:18]=[CH:17][N:16]=[C:15]([NH:19][CH2:20][CH:21]([CH3:23])[CH3:22])[N:14]=2)[CH2:9]1)(C)(C)C.Cl. (4) Given the product [Cl:1][C:2]1[CH:11]=[C:10]2[C:5]([CH:6]=[C:7]([C:16]3[CH:21]=[C:20]([O:22][CH3:23])[CH:19]=[C:18]([O:24][CH3:25])[C:17]=3[F:26])[C:8](=[O:15])[N:9]2[CH2:12][CH3:13])=[CH:4][N:3]=1, predict the reactants needed to synthesize it. The reactants are: [Cl:1][C:2]1[CH:11]=[C:10]2[C:5]([CH:6]=[C:7]([C:16]3[CH:21]=[C:20]([O:22][CH3:23])[CH:19]=[C:18]([O:24][CH3:25])[C:17]=3[F:26])[C:8](=[O:15])[N:9]2[CH:12](C)[CH3:13])=[CH:4][N:3]=1.ClC1C=C2C(C=C(C3C=C(OC)C=C(OC)C=3)C(=O)N2CC)=CN=1.